From a dataset of Forward reaction prediction with 1.9M reactions from USPTO patents (1976-2016). Predict the product of the given reaction. (1) Given the reactants [CH:1]1([CH2:4][O:5][C:6]2[CH:32]=[CH:31][C:9]3[N:10]=[C:11]([N:13]4[CH2:18][CH2:17][CH:16]([O:19][CH2:20][C@@H:21]([NH:23][C:24](=[O:30])OC(C)(C)C)[CH3:22])[CH2:15][CH2:14]4)[O:12][C:8]=3[CH:7]=2)[CH2:3][CH2:2]1.[CH2:33]([N:35]=C=O)[CH3:34], predict the reaction product. The product is: [CH:1]1([CH2:4][O:5][C:6]2[CH:32]=[CH:31][C:9]3[N:10]=[C:11]([N:13]4[CH2:18][CH2:17][CH:16]([O:19][CH2:20][C@@H:21]([NH:23][C:24]([NH:35][CH2:33][CH3:34])=[O:30])[CH3:22])[CH2:15][CH2:14]4)[O:12][C:8]=3[CH:7]=2)[CH2:2][CH2:3]1. (2) Given the reactants Cl.Br[C:3]1[CH:4]=[C:5]2[C:11]([C:12]3[CH:17]=[CH:16][C:15]([O:18][CH2:19][CH2:20][CH2:21][N:22]4[CH2:27][CH2:26][CH2:25][CH2:24][CH2:23]4)=[CH:14][CH:13]=3)=[CH:10][NH:9][C:6]2=[N:7][CH:8]=1.[CH3:28][O:29][C:30]1[CH:31]=[C:32](B2OC(C)(C)C(C)(C)O2)[CH:33]=[CH:34][C:35]=1[O:36]CC1C=CC(OC)=CC=1.C(=O)([O-])[O-].[Na+].[Na+].C(=O)(O)[O-].[Na+], predict the reaction product. The product is: [CH3:28][O:29][C:30]1[CH:31]=[C:32]([C:3]2[CH:4]=[C:5]3[C:11]([C:12]4[CH:17]=[CH:16][C:15]([O:18][CH2:19][CH2:20][CH2:21][N:22]5[CH2:27][CH2:26][CH2:25][CH2:24][CH2:23]5)=[CH:14][CH:13]=4)=[CH:10][NH:9][C:6]3=[N:7][CH:8]=2)[CH:33]=[CH:34][C:35]=1[OH:36]. (3) Given the reactants [Cl:1][C:2]1[C:3]2[S:10][CH:9]=[CH:8][C:4]=2[N:5]=[CH:6][N:7]=1.[Li+].CC([N-]C(C)C)C.[CH3:19][S:20](=S)(OC)=O, predict the reaction product. The product is: [Cl:1][C:2]1[C:3]2[S:10][C:9]([S:20][CH3:19])=[CH:8][C:4]=2[N:5]=[CH:6][N:7]=1.